From a dataset of Forward reaction prediction with 1.9M reactions from USPTO patents (1976-2016). Predict the product of the given reaction. (1) Given the reactants [F:1][C:2]1[C:7]([F:8])=[CH:6][CH:5]=[CH:4][C:3]=1[C:9]1[N:17]=[C:12]2[CH:13]=[N:14][NH:15][CH:16]=[C:11]2[N:10]=1.[F:18][C:19]([F:43])([F:42])[C:20]1[CH:25]=[C:24]([C:26]([F:29])([F:28])[F:27])[CH:23]=[CH:22][C:21]=1[C:30]1[CH:34]=[C:33]([CH:35](OS(C)(=O)=O)[CH3:36])[O:32][N:31]=1, predict the reaction product. The product is: [F:43][C:19]([F:18])([F:42])[C:20]1[CH:25]=[C:24]([C:26]([F:29])([F:27])[F:28])[CH:23]=[CH:22][C:21]=1[C:30]1[CH:34]=[C:33]([CH:35]([N:14]2[CH:13]=[C:12]3[N:17]=[C:9]([C:3]4[CH:4]=[CH:5][CH:6]=[C:7]([F:8])[C:2]=4[F:1])[N:10]=[C:11]3[CH:16]=[N:15]2)[CH3:36])[O:32][N:31]=1. (2) Given the reactants Br.C([N:9]1[C:13]2=[C:14]([N+:29]([O-:31])=[O:30])[C:15]([NH:20][C:21]3[CH:26]=[CH:25][C:24]([Br:27])=[CH:23][C:22]=3[F:28])=[C:16]([CH3:19])[C:17](=[O:18])[N:12]2[CH2:11][CH2:10]1)C1C=CC=CC=1.C(OC(=O)C)C, predict the reaction product. The product is: [Br:27][C:24]1[CH:25]=[CH:26][C:21]([NH:20][C:15]2[C:14]([N+:29]([O-:31])=[O:30])=[C:13]3[NH:9][CH2:10][CH2:11][N:12]3[C:17](=[O:18])[C:16]=2[CH3:19])=[C:22]([F:28])[CH:23]=1. (3) Given the reactants [CH2:1]([O:3][C:4](=[O:18])[CH2:5][C:6]1[N:7]([C:11]2[C:16]([Br:17])=[CH:15][CH:14]=[CH:13][N:12]=2)[N:8]=[CH:9][CH:10]=1)[CH3:2].[H-].[Na+].[I:21][C:22]1[C:27]([CH2:28][CH2:29][CH3:30])=[C:26](I)[N:25]=[CH:24][N:23]=1, predict the reaction product. The product is: [CH2:1]([O:3][C:4](=[O:18])[CH:5]([C:6]1[N:7]([C:11]2[C:16]([Br:17])=[CH:15][CH:14]=[CH:13][N:12]=2)[N:8]=[CH:9][CH:10]=1)[C:26]1[C:27]([CH2:28][CH2:29][CH3:30])=[C:22]([I:21])[N:23]=[CH:24][N:25]=1)[CH3:2]. (4) Given the reactants [NH2:1][CH:2]([C:9]1([CH3:14])[CH2:13][CH2:12][CH2:11][CH2:10]1)[CH2:3][C:4]([O:6][CH2:7][CH3:8])=[O:5].[Cl:15][C:16]1[C:21]([C:22]#[N:23])=[CH:20][C:19]([F:24])=[C:18](Cl)[N:17]=1.C(N(CC)CC)C, predict the reaction product. The product is: [Cl:15][C:16]1[N:17]=[C:18]([NH:1][C@@H:2]([C:9]2([CH3:14])[CH2:10][CH2:11][CH2:12][CH2:13]2)[CH2:3][C:4]([O:6][CH2:7][CH3:8])=[O:5])[C:19]([F:24])=[CH:20][C:21]=1[C:22]#[N:23]. (5) Given the reactants C(=O)([O-])O.[Na+].Cl.[NH2:7][OH:8].[F:9][C:10]1[C:11]([C:24]([F:27])([F:26])[F:25])=[C:12]([C:16]2[CH:21]=[CH:20][N:19]=[C:18]([C:22]#[N:23])[CH:17]=2)[CH:13]=[CH:14][CH:15]=1, predict the reaction product. The product is: [F:9][C:10]1[C:11]([C:24]([F:27])([F:25])[F:26])=[C:12]([C:16]2[CH:21]=[CH:20][N:19]=[C:18]([C:22](=[N:7][OH:8])[NH2:23])[CH:17]=2)[CH:13]=[CH:14][CH:15]=1. (6) Given the reactants C(NC(C)C)(C)C.[Li]CCCC.[Br:13][C:14]1[CH:19]=[C:18]([Cl:20])[CH:17]=[CH:16][N:15]=1.[I:21]I, predict the reaction product. The product is: [Br:13][C:14]1[C:19]([I:21])=[C:18]([Cl:20])[CH:17]=[CH:16][N:15]=1. (7) Given the reactants [CH2:1]([CH:3]([CH2:6][CH2:7][CH2:8][CH3:9])[CH2:4][OH:5])[CH3:2].[Na].[C:11]([O:15][CH2:16][CH:17]([CH2:22][CH3:23])[CH2:18][CH2:19][CH2:20][CH3:21])(=[O:14])[CH:12]=[CH2:13].S(=O)(=O)(O)O, predict the reaction product. The product is: [CH2:1]([CH:3]([CH2:6][CH2:7][CH2:8][CH3:9])[CH2:4][O:5][CH2:13][CH2:12][C:11]([O:15][CH2:16][CH:17]([CH2:22][CH3:23])[CH2:18][CH2:19][CH2:20][CH3:21])=[O:14])[CH3:2]. (8) Given the reactants [F:1][C:2]1[CH:3]=[C:4]([N:9]2[C:13]([CH3:15])([CH3:14])[C:12](=[O:16])[N:11]([C:17]3[CH:24]=[CH:23][C:20]([C:21]#[N:22])=[C:19]([C:25]([F:28])([F:27])[F:26])[CH:18]=3)[C:10]2=[S:29])[CH:5]=[CH:6][C:7]=1[OH:8].S(O[CH:41]1[CH2:44][N:43]([C:45]([O:47][C:48]([CH3:51])([CH3:50])[CH3:49])=[O:46])[CH2:42]1)(C1C=CC(C)=CC=1)(=O)=O.C(=O)([O-])[O-].[K+].[K+].O, predict the reaction product. The product is: [C:21]([C:20]1[CH:23]=[CH:24][C:17]([N:11]2[C:12](=[O:16])[C:13]([CH3:14])([CH3:15])[N:9]([C:4]3[CH:5]=[CH:6][C:7]([O:8][CH:41]4[CH2:42][N:43]([C:45]([O:47][C:48]([CH3:51])([CH3:50])[CH3:49])=[O:46])[CH2:44]4)=[C:2]([F:1])[CH:3]=3)[C:10]2=[S:29])=[CH:18][C:19]=1[C:25]([F:26])([F:27])[F:28])#[N:22].